This data is from Peptide-MHC class I binding affinity with 185,985 pairs from IEDB/IMGT. The task is: Regression. Given a peptide amino acid sequence and an MHC pseudo amino acid sequence, predict their binding affinity value. This is MHC class I binding data. The peptide sequence is VYPMSIPATL. The binding affinity (normalized) is 0.597. The MHC is HLA-A24:02 with pseudo-sequence HLA-A24:02.